From a dataset of Catalyst prediction with 721,799 reactions and 888 catalyst types from USPTO. Predict which catalyst facilitates the given reaction. Reactant: Cl.[NH2:2][C@H:3]1[CH2:8][CH2:7][CH2:6][CH2:5][C@H:4]1[C:9]([O:11][C:12]([CH3:15])([CH3:14])[CH3:13])=[O:10].CCN(CC)CC.[Cl:23][C:24]1[C:33]2[C:28](=[CH:29][CH:30]=[C:31]([S:34](Cl)(=[O:36])=[O:35])[CH:32]=2)[C:27]([Cl:38])=[CH:26][N:25]=1. Product: [Cl:23][C:24]1[C:33]2[C:28](=[CH:29][CH:30]=[C:31]([S:34]([NH:2][C@H:3]3[CH2:8][CH2:7][CH2:6][CH2:5][C@H:4]3[C:9]([O:11][C:12]([CH3:15])([CH3:14])[CH3:13])=[O:10])(=[O:36])=[O:35])[CH:32]=2)[C:27]([Cl:38])=[CH:26][N:25]=1. The catalyst class is: 2.